Dataset: Peptide-MHC class II binding affinity with 134,281 pairs from IEDB. Task: Regression. Given a peptide amino acid sequence and an MHC pseudo amino acid sequence, predict their binding affinity value. This is MHC class II binding data. (1) The peptide sequence is VHAVKPVTEEPGMAK. The MHC is HLA-DQA10102-DQB10502 with pseudo-sequence HLA-DQA10102-DQB10502. The binding affinity (normalized) is 0.0880. (2) The peptide sequence is KYKTFEAAFTVSSKR. The MHC is DRB1_0405 with pseudo-sequence DRB1_0405. The binding affinity (normalized) is 0.471. (3) The peptide sequence is AAFKIAATAANSAPA. The MHC is DRB1_0301 with pseudo-sequence DRB1_0301. The binding affinity (normalized) is 0.333. (4) The peptide sequence is AFYVAATAANAAPAN. The MHC is DRB1_0802 with pseudo-sequence DRB1_0802. The binding affinity (normalized) is 0.601. (5) The peptide sequence is VKLEGRVIDLGCGRG. The MHC is DRB1_0901 with pseudo-sequence DRB1_0901. The binding affinity (normalized) is 0.316. (6) The peptide sequence is MNSLRAEDTAVYYCA. The MHC is DRB1_0301 with pseudo-sequence DRB1_0301. The binding affinity (normalized) is 0.612.